This data is from HIV replication inhibition screening data with 41,000+ compounds from the AIDS Antiviral Screen. The task is: Binary Classification. Given a drug SMILES string, predict its activity (active/inactive) in a high-throughput screening assay against a specified biological target. The molecule is O=C(CNC(=O)c1ccccc1)NC(CSCc1ccccc1)C(=O)O. The result is 0 (inactive).